Dataset: Catalyst prediction with 721,799 reactions and 888 catalyst types from USPTO. Task: Predict which catalyst facilitates the given reaction. Reactant: [CH3:1][C:2]1([CH3:32])[CH2:11][CH:10]=[C:9]([S:12][C:13]2[CH:18]=[CH:17][CH:16]=[CH:15][CH:14]=2)[C:8]2[C:7](/[CH:19]=[CH:20]/[C:21]3[CH:31]=[CH:30][C:24]([C:25]([O:27][CH2:28][CH3:29])=[O:26])=[CH:23][CH:22]=3)=[CH:6][CH:5]=[CH:4][C:3]1=2.ClC1C=C(C=CC=1)C(OO)=[O:38].[OH2:44]. Product: [CH3:32][C:2]1([CH3:1])[CH2:11][CH:10]=[C:9]([S:12]([C:13]2[CH:18]=[CH:17][CH:16]=[CH:15][CH:14]=2)(=[O:38])=[O:44])[C:8]2[C:7](/[CH:19]=[CH:20]/[C:21]3[CH:22]=[CH:23][C:24]([C:25]([O:27][CH2:28][CH3:29])=[O:26])=[CH:30][CH:31]=3)=[CH:6][CH:5]=[CH:4][C:3]1=2. The catalyst class is: 2.